Task: Predict the reaction yield, written as a fraction of the theoretical maximum amount of product (1.0 means a 100% yield; for example, 0.34 means a 34% yield).. Dataset: Reaction yield outcomes from USPTO patents with 853,638 reactions (1) The reactants are [O:1]=[C:2]1[C:10]2[C:5](=[CH:6][CH:7]=[CH:8][C:9]=2[CH2:11][CH2:12][C:13]2[C:18]([C:19]([F:22])([F:21])[F:20])=[CH:17][N:16]=[C:15]([NH:23][C:24]3[CH:29]=[CH:28][C:27]([N:30]4[CH2:35][CH2:34][N:33](C(OC(C)(C)C)=O)[CH2:32][CH2:31]4)=[CH:26][CH:25]=3)[N:14]=2)[CH2:4][NH:3]1.FC(F)(F)C(O)=O. The catalyst is C(Cl)Cl. The product is [N:30]1([C:27]2[CH:26]=[CH:25][C:24]([NH:23][C:15]3[N:14]=[C:13]([CH2:12][CH2:11][C:9]4[CH:8]=[CH:7][CH:6]=[C:5]5[C:10]=4[C:2](=[O:1])[NH:3][CH2:4]5)[C:18]([C:19]([F:20])([F:21])[F:22])=[CH:17][N:16]=3)=[CH:29][CH:28]=2)[CH2:35][CH2:34][NH:33][CH2:32][CH2:31]1. The yield is 0.750. (2) The reactants are [N+:1]([C:4]1[CH:5]=[C:6]2[O:13][CH2:12][CH:11]([NH:14][C:15](=[O:18])[CH2:16][CH3:17])[CH2:10][C:7]2=[N:8][CH:9]=1)([O-])=O.O.O.Cl[Sn]Cl. The catalyst is C(O)C. The product is [NH2:1][C:4]1[CH:5]=[C:6]2[O:13][CH2:12][CH:11]([NH:14][C:15](=[O:18])[CH2:16][CH3:17])[CH2:10][C:7]2=[N:8][CH:9]=1. The yield is 0.990.